The task is: Predict the product of the given reaction.. This data is from Forward reaction prediction with 1.9M reactions from USPTO patents (1976-2016). (1) Given the reactants [NH:1](C(OC(C)(C)C)=O)[C@H:2]([C:18]([O:20][CH3:21])=[O:19])[CH2:3][CH2:4][CH2:5][CH2:6][NH:7][C:8]([O:10][CH2:11][C:12]1[CH:17]=[CH:16][CH:15]=[CH:14][CH:13]=1)=[O:9].C(O)(C(F)(F)F)=O, predict the reaction product. The product is: [NH2:1][C@@H:2]([CH2:3][CH2:4][CH2:5][CH2:6][NH:7][C:8]([O:10][CH2:11][C:12]1[CH:17]=[CH:16][CH:15]=[CH:14][CH:13]=1)=[O:9])[C:18]([O:20][CH3:21])=[O:19]. (2) Given the reactants Br[C:2]1[CH:3]=[C:4]([N:8]2[C:20]3[CH:19]=[CH:18][C:17]([C:21]([CH3:24])([CH3:23])[CH3:22])=[CH:16][C:15]=3[C:14]3[C:9]2=[CH:10][CH:11]=[C:12]([C:25]([CH3:28])([CH3:27])[CH3:26])[CH:13]=3)[CH:5]=[CH:6][CH:7]=1.[CH2:29]([C:32]1[CH:37]=[CH:36][C:35]([C:38]2[CH:43]=[CH:42][C:41]([NH2:44])=[CH:40][CH:39]=2)=[CH:34][CH:33]=1)[CH2:30][CH3:31].C(P(C(C)(C)C)C(C)(C)C)(C)(C)C.CC(C)([O-])C.[Na+].C1C2NC3C(=CC=CC=3)C=2C=CC=1, predict the reaction product. The product is: [C:21]([C:17]1[CH:18]=[CH:19][C:20]2[N:8]([C:4]3[CH:3]=[C:2]([NH:44][C:41]4[CH:40]=[CH:39][C:38]([C:35]5[CH:36]=[CH:37][C:32]([CH2:29][CH2:30][CH3:31])=[CH:33][CH:34]=5)=[CH:43][CH:42]=4)[CH:7]=[CH:6][CH:5]=3)[C:9]3[C:14]([C:15]=2[CH:16]=1)=[CH:13][C:12]([C:25]([CH3:26])([CH3:28])[CH3:27])=[CH:11][CH:10]=3)([CH3:22])([CH3:24])[CH3:23]. (3) The product is: [S:11]1[CH:15]=[C:14]([S:16][C:17]2[CH:26]=[CH:25][C:24]([CH3:27])=[CH:23][C:18]=2[CH2:19][NH:21][CH3:22])[C:13]2[CH:28]=[CH:29][CH:30]=[CH:31][C:12]1=2. Given the reactants [H-].[Al+3].[Li+].[H-].[H-].[H-].[Cl-].[Al+3].[Cl-].[Cl-].[S:11]1[CH:15]=[C:14]([S:16][C:17]2[CH:26]=[CH:25][C:24]([CH3:27])=[CH:23][C:18]=2[C:19]([NH:21][CH3:22])=O)[C:13]2[CH:28]=[CH:29][CH:30]=[CH:31][C:12]1=2.[OH-].[Na+], predict the reaction product. (4) Given the reactants [C:1]([NH:5][S:6]([C:9]1[C:18]2[C:13](=[CH:14][CH:15]=[CH:16][CH:17]=2)[C:12]([C:19]2[O:23][CH:22]=[N:21][C:20]=2[C:24](O)=[O:25])=[CH:11][CH:10]=1)(=[O:8])=[O:7])([CH3:4])([CH3:3])[CH3:2].[CH3:27][CH:28]1[CH2:33][CH2:32][NH:31][CH2:30][CH2:29]1.CN(C(ON1N=NC2C=CC=NC1=2)=[N+](C)C)C.F[P-](F)(F)(F)(F)F.CCN(C(C)C)C(C)C, predict the reaction product. The product is: [C:1]([NH:5][S:6]([C:9]1[C:18]2[C:13](=[CH:14][CH:15]=[CH:16][CH:17]=2)[C:12]([C:19]2[O:23][CH:22]=[N:21][C:20]=2[C:24]([N:31]2[CH2:32][CH2:33][CH:28]([CH3:27])[CH2:29][CH2:30]2)=[O:25])=[CH:11][CH:10]=1)(=[O:7])=[O:8])([CH3:4])([CH3:3])[CH3:2]. (5) Given the reactants C[O:2][C:3]([C:5]1[C:6]2[CH:7]=[C:8]([CH3:14])[NH:9][C:10]=2[CH:11]=[CH:12][CH:13]=1)=[O:4].Cl, predict the reaction product. The product is: [CH3:14][C:8]1[NH:9][C:10]2[CH:11]=[CH:12][CH:13]=[C:5]([C:3]([OH:4])=[O:2])[C:6]=2[CH:7]=1. (6) Given the reactants C1(C)C=CC(S(O)(=O)=O)=CC=1.[NH2:12][C@H:13]([C:21]([NH:23][CH2:24][C:25]([O:27][CH2:28][C:29]1[CH:34]=[CH:33][CH:32]=[CH:31][CH:30]=1)=[O:26])=[O:22])[CH2:14][C:15]1[CH:20]=[CH:19][CH:18]=[CH:17][CH:16]=1.[NH:35]([C:40]([O:42][C:43]([CH3:46])([CH3:45])[CH3:44])=[O:41])[CH2:36][C:37](O)=[O:38].ON1C(=O)CCC1=O.CN1CCOCC1.C1(N=C=NC2CCCCC2)CCCCC1, predict the reaction product. The product is: [NH:35]([C:40]([O:42][C:43]([CH3:46])([CH3:45])[CH3:44])=[O:41])[CH2:36][C:37]([NH:12][C@H:13]([C:21]([NH:23][CH2:24][C:25]([O:27][CH2:28][C:29]1[CH:30]=[CH:31][CH:32]=[CH:33][CH:34]=1)=[O:26])=[O:22])[CH2:14][C:15]1[CH:16]=[CH:17][CH:18]=[CH:19][CH:20]=1)=[O:38]. (7) Given the reactants [F:1][C:2]1[CH:3]=[C:4]([CH2:8][CH2:9][NH:10][C:11]2[S:12][CH2:13][C:14](=[O:16])[N:15]=2)[CH:5]=[CH:6][CH:7]=1.C(O[Na])(C)=O.[CH:22]([C:24]1[N:25]=[C:26]2[C:31](=[CH:32][CH:33]=1)[N:30]=[CH:29][C:28]([C:34]#[N:35])=[C:27]2[O:36][CH:37]([CH3:39])[CH3:38])=O, predict the reaction product. The product is: [F:1][C:2]1[CH:3]=[C:4]([CH2:8][CH2:9][NH:10][C:11]2[S:12][C:13](=[CH:22][C:24]3[N:25]=[C:26]4[C:31](=[CH:32][CH:33]=3)[N:30]=[CH:29][C:28]([C:34]#[N:35])=[C:27]4[O:36][CH:37]([CH3:39])[CH3:38])[C:14](=[O:16])[N:15]=2)[CH:5]=[CH:6][CH:7]=1.